This data is from Forward reaction prediction with 1.9M reactions from USPTO patents (1976-2016). The task is: Predict the product of the given reaction. (1) The product is: [CH3:1][O:2][C:3](=[O:32])[C:4]1[CH:5]=[CH:6][C:7]([CH2:10][CH:11]([C:22]([OH:24])=[O:23])[C:12]2[CH:17]=[CH:16][C:15]([CH2:18][CH:19]([CH3:21])[CH3:20])=[CH:14][CH:13]=2)=[CH:8][CH:9]=1. Given the reactants [CH3:1][O:2][C:3](=[O:32])[C:4]1[CH:9]=[CH:8][C:7]([CH:10]=[C:11]([C:22]([O:24]CC2C=CC=CC=2)=[O:23])[C:12]2[CH:17]=[CH:16][C:15]([CH2:18][CH:19]([CH3:21])[CH3:20])=[CH:14][CH:13]=2)=[CH:6][CH:5]=1, predict the reaction product. (2) Given the reactants [NH:1]1[C:5]2=[N:6][CH:7]=[CH:8][C:9]([C:10]3[C:11]([C:15]4[CH:21]=[CH:20][C:18]([NH2:19])=[CH:17][CH:16]=4)=[N:12][NH:13][CH:14]=3)=[C:4]2[CH:3]=[CH:2]1.C(N(CC)CC)C.[C:29]1([N:35]=[C:36]=[O:37])[CH:34]=[CH:33][CH:32]=[CH:31][CH:30]=1, predict the reaction product. The product is: [C:29]1([NH:35][C:36]([NH:19][C:18]2[CH:20]=[CH:21][C:15]([C:11]3[C:10]([C:9]4[CH:8]=[CH:7][N:6]=[C:5]5[NH:1][CH:2]=[CH:3][C:4]=45)=[CH:14][NH:13][N:12]=3)=[CH:16][CH:17]=2)=[O:37])[CH:34]=[CH:33][CH:32]=[CH:31][CH:30]=1. (3) Given the reactants [CH:1]([CH:3]=[CH2:4])=[O:2].[F:5][C:6]1[CH:11]=[CH:10][C:9]([C:12]2[C:20]3[C:15](=[CH:16][CH:17]=[CH:18][CH:19]=3)[N:14]([CH:21]([CH3:23])[CH3:22])[CH:13]=2)=[CH:8][CH:7]=1.O, predict the reaction product. The product is: [F:5][C:6]1[CH:11]=[CH:10][C:9]([C:12]2[C:20]3[C:15](=[CH:16][CH:17]=[CH:18][CH:19]=3)[N:14]([CH:21]([CH3:23])[CH3:22])[C:13]=2[CH:4]=[CH:3][CH:1]=[O:2])=[CH:8][CH:7]=1. (4) Given the reactants [Cl:1][C:2]1[C:3]([NH:11][C:12]2[CH:17]=[CH:16][C:15]([Cl:18])=[CH:14][CH:13]=2)=[N:4][CH:5]=[C:6]([CH:10]=1)[C:7]([NH2:9])=[NH:8].Cl[CH:20]([CH3:24])[C:21](=O)[CH3:22], predict the reaction product. The product is: [Cl:1][C:2]1[C:3]([NH:11][C:12]2[CH:17]=[CH:16][C:15]([Cl:18])=[CH:14][CH:13]=2)=[N:4][CH:5]=[C:6]([C:7]2[NH:9][C:20]([CH3:24])=[C:21]([CH3:22])[N:8]=2)[CH:10]=1. (5) Given the reactants [C:1]([CH2:3][C:4]([N:6]1[CH2:10][CH2:9][CH2:8][C@@H:7]1[CH2:11][N:12]1[C:16]2[CH:17]=[CH:18][C:19]([CH2:21][NH:22][CH2:23][C:24]([CH3:27])([CH3:26])[CH3:25])=[CH:20][C:15]=2[N:14]=[C:13]1[NH:28][C:29]([C:31]1[S:32][C:33]([CH:36]([F:38])[F:37])=[CH:34][CH:35]=1)=[O:30])=[O:5])#[N:2].N1CCCC1.[CH3:44][CH:45]([CH3:48])[CH:46]=O.Cl[Si](C)(C)C, predict the reaction product. The product is: [C:1]([C:3](=[CH:44][CH:45]([CH3:48])[CH3:46])[C:4]([N:6]1[CH2:10][CH2:9][CH2:8][C@@H:7]1[CH2:11][N:12]1[C:16]2[CH:17]=[CH:18][C:19]([CH2:21][NH:22][CH2:23][C:24]([CH3:27])([CH3:26])[CH3:25])=[CH:20][C:15]=2[N:14]=[C:13]1[NH:28][C:29]([C:31]1[S:32][C:33]([CH:36]([F:38])[F:37])=[CH:34][CH:35]=1)=[O:30])=[O:5])#[N:2]. (6) Given the reactants C(O)(=O)C[CH2:3][C:4]([CH3:6])=O.[CH3:9][CH:10]([CH3:17])[N:11]=[C:12]=NC(C)C.[CH2:18](Cl)Cl, predict the reaction product. The product is: [CH3:18][CH2:12][N:11]([CH:4]([CH3:3])[CH3:6])[CH:10]([CH3:17])[CH3:9].